Dataset: Peptide-MHC class II binding affinity with 134,281 pairs from IEDB. Task: Regression. Given a peptide amino acid sequence and an MHC pseudo amino acid sequence, predict their binding affinity value. This is MHC class II binding data. (1) The peptide sequence is EKPYFAATQFEPLAA. The MHC is DRB1_1602 with pseudo-sequence DRB1_1602. The binding affinity (normalized) is 0.421. (2) The peptide sequence is VDSGAQLGELYYAIH. The MHC is DRB1_0301 with pseudo-sequence DRB1_0301. The binding affinity (normalized) is 0.192. (3) The peptide sequence is SHELMTMTRPILRLL. The MHC is DRB1_1101 with pseudo-sequence DRB1_1101. The binding affinity (normalized) is 0.908.